Dataset: Forward reaction prediction with 1.9M reactions from USPTO patents (1976-2016). Task: Predict the product of the given reaction. The product is: [S:31](=[O:33])(=[O:32])([O:30][CH2:29][C@@H:6]1[CH2:7][C@@H:8]([N:10]2[C:14]3[N:15]=[CH:16][N:17]=[C:18]([NH:19][C@@H:20]4[C:28]5[C:23](=[CH:24][CH:25]=[CH:26][CH:27]=5)[CH2:22][CH2:21]4)[C:13]=3[CH:12]=[CH:11]2)[CH2:9][C@@H:5]1[OH:4])[NH2:34]. Given the reactants C([O:4][C@H:5]1[CH2:9][C@H:8]([N:10]2[C:14]3[N:15]=[CH:16][N:17]=[C:18]([NH:19][C@@H:20]4[C:28]5[C:23](=[CH:24][CH:25]=[CH:26][CH:27]=5)[CH2:22][CH2:21]4)[C:13]=3[CH:12]=[CH:11]2)[CH2:7][C@H:6]1[CH2:29][O:30][S:31]([NH2:34])(=[O:33])=[O:32])(=O)C, predict the reaction product.